Predict the product of the given reaction. From a dataset of Forward reaction prediction with 1.9M reactions from USPTO patents (1976-2016). (1) The product is: [Br:20][CH2:18][C:8]1[C:7](=[O:19])[N:6]([CH:1]2[CH2:2][CH2:3][CH2:4][CH2:5]2)[C:11]2[N:12]=[C:13]([S:16][CH3:17])[N:14]=[CH:15][C:10]=2[CH:9]=1. Given the reactants [CH:1]1([N:6]2[C:11]3[N:12]=[C:13]([S:16][CH3:17])[N:14]=[CH:15][C:10]=3[CH:9]=[C:8]([CH3:18])[C:7]2=[O:19])[CH2:5][CH2:4][CH2:3][CH2:2]1.[Br:20]N1C(=O)CCC1=O, predict the reaction product. (2) Given the reactants [CH:1]1([C:6]2[C:14]3[O:13][CH:12]([CH2:15][OH:16])[CH2:11][C:10]=3[CH:9]=[CH:8][CH:7]=2)[CH2:5][CH2:4][CH2:3][CH2:2]1.[C:17]1([CH3:27])[CH:22]=[CH:21][C:20]([S:23](Cl)(=[O:25])=[O:24])=[CH:19][CH:18]=1.CC1C=CC(S(OCC2CC3C(C(F)(F)F)=CC=C(Cl)C=3O2)(=O)=O)=CC=1, predict the reaction product. The product is: [CH3:27][C:17]1[CH:22]=[CH:21][C:20]([S:23]([O:16][CH2:15][CH:12]2[CH2:11][C:10]3[CH:9]=[CH:8][CH:7]=[C:6]([CH:1]4[CH2:2][CH2:3][CH2:4][CH2:5]4)[C:14]=3[O:13]2)(=[O:25])=[O:24])=[CH:19][CH:18]=1. (3) Given the reactants [CH3:1][C@@H:2]1[N:7]([C:8]2[C:9]3[CH2:24][CH2:23][N:22]([C:25]4[N:30]=[CH:29][CH:28]=[CH:27][N:26]=4)[CH2:21][C:10]=3[N:11]=[C:12]([C:14]3[CH:20]=[CH:19][C:17]([NH2:18])=[CH:16][CH:15]=3)[N:13]=2)[CH2:6][CH2:5][O:4][CH2:3]1.[O:31]1CCN(C2C3CNC(C4N=CC=CN=4)CC=3N=C(C3C=CC(N)=CC=3)N=2)C[CH2:32]1.[CH3:60][N:61]1[CH:65]=[CH:64][C:63]([NH2:66])=[N:62]1.C1(CN)CC1, predict the reaction product. The product is: [CH3:60][N:61]1[CH:65]=[CH:64][C:63]([NH:66][C:32]([NH:18][C:17]2[CH:19]=[CH:20][C:14]([C:12]3[N:13]=[C:8]([N:7]4[CH2:6][CH2:5][O:4][CH2:3][C@@H:2]4[CH3:1])[C:9]4[CH2:24][CH2:23][N:22]([C:25]5[N:26]=[CH:27][CH:28]=[CH:29][N:30]=5)[CH2:21][C:10]=4[N:11]=3)=[CH:15][CH:16]=2)=[O:31])=[N:62]1. (4) Given the reactants [Br:1][C:2]1[CH:3]=[C:4]([N+:11]([O-:13])=[O:12])[CH:5]=[C:6]2[C:10]=1[NH:9][CH:8]=[CH:7]2.CC(C)([O-])C.[K+].[F:20][C:21]1[CH:22]=[C:23]([CH:26]=[CH:27][CH:28]=1)[CH2:24]Br.O, predict the reaction product. The product is: [Br:1][C:2]1[CH:3]=[C:4]([N+:11]([O-:13])=[O:12])[CH:5]=[C:6]2[C:10]=1[N:9]([CH2:24][C:23]1[CH:26]=[CH:27][CH:28]=[C:21]([F:20])[CH:22]=1)[CH:8]=[CH:7]2. (5) The product is: [CH3:17][N:18]([CH3:19])[CH:6]1[CH2:15][CH2:14][C:13]2[C:8](=[CH:9][CH:10]=[CH:11][CH:12]=2)[CH2:7]1. Given the reactants CO.CN(C)C[CH:6]1[CH2:15][CH2:14][C:13]2[C:8](=[CH:9][CH:10]=[CH:11][CH:12]=2)[CH2:7]1.[CH3:17][NH:18][CH3:19], predict the reaction product. (6) Given the reactants [C:1]([O:5][C:6]([N:8]1[CH2:13][CH2:12][CH:11]([CH2:14][CH2:15][CH2:16][CH2:17][C:18]2[CH:23]=[CH:22][C:21]([C:24]([O:26]C)=[O:25])=[CH:20][CH:19]=2)[CH2:10][CH2:9]1)=[O:7])([CH3:4])([CH3:3])[CH3:2].[OH-].[Na+].CO, predict the reaction product. The product is: [C:1]([O:5][C:6]([N:8]1[CH2:13][CH2:12][CH:11]([CH2:14][CH2:15][CH2:16][CH2:17][C:18]2[CH:19]=[CH:20][C:21]([C:24]([OH:26])=[O:25])=[CH:22][CH:23]=2)[CH2:10][CH2:9]1)=[O:7])([CH3:4])([CH3:2])[CH3:3].